From a dataset of Forward reaction prediction with 1.9M reactions from USPTO patents (1976-2016). Predict the product of the given reaction. (1) Given the reactants C(OC([N:8]1[CH2:28][CH2:27][C:11]2([C:15](=[O:16])[N:14]([CH2:17][CH2:18][O:19]C3CCCCO3)[C:13](=[O:26])[CH2:12]2)[CH2:10][CH2:9]1)=O)(C)(C)C.[ClH:29].C(OCC)(=O)C, predict the reaction product. The product is: [ClH:29].[OH:19][CH2:18][CH2:17][N:14]1[C:13](=[O:26])[CH2:12][C:11]2([CH2:27][CH2:28][NH:8][CH2:9][CH2:10]2)[C:15]1=[O:16]. (2) Given the reactants [CH2:1]([O:3][C:4]([N:6]1[CH2:11][CH2:10][C:9](OC)([O:12]C)[CH:8]([O:16][CH2:17][CH3:18])[CH2:7]1)=[O:5])[CH3:2].S(=O)(=O)(O)O, predict the reaction product. The product is: [CH2:1]([O:3][C:4]([N:6]1[CH2:11][CH2:10][C:9](=[O:12])[CH:8]([O:16][CH2:17][CH3:18])[CH2:7]1)=[O:5])[CH3:2]. (3) Given the reactants [C:1]([CH:4]1[C:8](=O)[CH:7]([C:10]2[CH:15]=[CH:14][C:13]([Cl:16])=[CH:12][CH:11]=2)[N:6]([C:17]2[CH:22]=[C:21]([CH3:23])[C:20](=[O:24])[N:19]([CH3:25])[CH:18]=2)[C:5]1=[O:26])(=O)[CH3:2].[NH:27]([C:29]1[C:30]([O:37][CH3:38])=[N:31][C:32]([O:35][CH3:36])=[N:33][CH:34]=1)[NH2:28], predict the reaction product. The product is: [Cl:16][C:13]1[CH:14]=[CH:15][C:10]([CH:7]2[C:8]3=[N:28][N:27]([C:29]4[C:30]([O:37][CH3:38])=[N:31][C:32]([O:35][CH3:36])=[N:33][CH:34]=4)[C:1]([CH3:2])=[C:4]3[C:5](=[O:26])[N:6]2[C:17]2[CH:22]=[C:21]([CH3:23])[C:20](=[O:24])[N:19]([CH3:25])[CH:18]=2)=[CH:11][CH:12]=1. (4) Given the reactants C([O:3][CH:4](OCC)[C:5]1[N:9]([CH3:10])[C:8]2[CH:11]=[CH:12][C:13]([C:15]#[N:16])=[CH:14][C:7]=2[N:6]=1)C.[ClH:20], predict the reaction product. The product is: [OH2:3].[ClH:20].[CH:4]([C:5]1[N:9]([CH3:10])[C:8]2[CH:11]=[CH:12][C:13]([C:15]#[N:16])=[CH:14][C:7]=2[N:6]=1)=[O:3]. (5) Given the reactants [NH:1]1[CH2:6][CH2:5][CH2:4][CH:3]([CH2:7][NH:8][C:9]([C:11]2[S:15][C:14]([C:16]3[CH:21]=[CH:20][C:19]([Cl:22])=[CH:18][CH:17]=3)=[N:13][C:12]=2[CH3:23])=[O:10])[CH2:2]1.[CH3:24][O:25][C:26]([C:28]1[CH:29]=[C:30](OB(O)O)[CH:31]=[CH:32][CH:33]=1)=[O:27].C(N(CC)CC)C, predict the reaction product. The product is: [Cl:22][C:19]1[CH:18]=[CH:17][C:16]([C:14]2[S:15][C:11]([C:9]([NH:8][CH2:7][CH:3]3[CH2:4][CH2:5][CH2:6][N:1]([C:32]4[CH:33]=[C:28]([CH:29]=[CH:30][CH:31]=4)[C:26]([O:25][CH3:24])=[O:27])[CH2:2]3)=[O:10])=[C:12]([CH3:23])[N:13]=2)=[CH:21][CH:20]=1. (6) Given the reactants [NH2:1][C:2]1[CH:3]=[C:4]([S:10]([N:13]([CH2:16][CH3:17])[CH2:14][CH3:15])(=[O:12])=[O:11])[CH:5]=[CH:6][C:7]=1[O:8]C.B(Br)(Br)Br.O, predict the reaction product. The product is: [NH2:1][C:2]1[CH:3]=[C:4]([S:10]([N:13]([CH2:16][CH3:17])[CH2:14][CH3:15])(=[O:12])=[O:11])[CH:5]=[CH:6][C:7]=1[OH:8].